From a dataset of Full USPTO retrosynthesis dataset with 1.9M reactions from patents (1976-2016). Predict the reactants needed to synthesize the given product. (1) Given the product [CH2:7]([O:9][C:10]1[CH:30]=[CH:29][C:13]2[C@@H:14]3[CH2:20][CH2:19][C@@H:18]([CH:21]4[CH2:22][CH2:23][CH:24]([CH:27]=[CH2:1])[CH2:25][CH2:26]4)[CH2:17][C@H:15]3[O:16][C:12]=2[C:11]=1[F:31])[CH3:8], predict the reactants needed to synthesize it. The reactants are: [CH3:1]C(C)([O-])C.[K+].[CH2:7]([O:9][C:10]1[CH:30]=[CH:29][C:13]2[C@@H:14]3[CH2:20][CH2:19][C@@H:18]([CH:21]4[CH2:26][CH2:25][CH:24]([CH:27]=O)[CH2:23][CH2:22]4)[CH2:17][C@H:15]3[O:16][C:12]=2[C:11]=1[F:31])[CH3:8].O.Cl. (2) Given the product [CH:1]1([N:4]2[C:9](=[O:10])[C:8]3[C:11]([O:17][S:31]([C:34]4[CH:40]=[CH:39][C:37]([CH3:38])=[CH:36][CH:35]=4)(=[O:33])=[O:32])=[CH:12][C:13](=[O:16])[N:14]([CH3:15])[C:7]=3[N:6]([C:18]3[CH:23]=[CH:22][CH:21]=[C:20]([N+:24]([O-:26])=[O:25])[CH:19]=3)[C:5]2=[O:27])[CH2:2][CH2:3]1, predict the reactants needed to synthesize it. The reactants are: [CH:1]1([N:4]2[C:9](=[O:10])[C:8]3[C:11]([OH:17])=[CH:12][C:13](=[O:16])[N:14]([CH3:15])[C:7]=3[N:6]([C:18]3[CH:23]=[CH:22][CH:21]=[C:20]([N+:24]([O-:26])=[O:25])[CH:19]=3)[C:5]2=[O:27])[CH2:3][CH2:2]1.C(#N)C.[S:31](Cl)([C:34]1[CH:40]=[CH:39][C:37]([CH3:38])=[CH:36][CH:35]=1)(=[O:33])=[O:32]. (3) Given the product [NH2:13][C:14]1[CH:15]=[C:16]([CH:17]=[CH:18][C:19]=1[F:20])[O:21][C:8]1[CH:7]=[CH:6][C:5]([N+:10]([O-:12])=[O:11])=[CH:4][C:3]=1[C:1]#[N:2], predict the reactants needed to synthesize it. The reactants are: [C:1]([C:3]1[CH:4]=[C:5]([N+:10]([O-:12])=[O:11])[CH:6]=[CH:7][C:8]=1F)#[N:2].[NH2:13][C:14]1[CH:15]=[C:16]([OH:21])[CH:17]=[CH:18][C:19]=1[F:20].C(=O)([O-])[O-].[K+].[K+].